From a dataset of Forward reaction prediction with 1.9M reactions from USPTO patents (1976-2016). Predict the product of the given reaction. (1) Given the reactants [F:1][C:2]1[CH:21]=[CH:20][C:5]2[CH2:6][C:7]3[CH:19]=[CH:18][CH:17]=[CH:16][C:8]=3[CH:9]3[CH2:13][CH:12]([CH2:14][OH:15])[O:11][CH:10]3[C:4]=2[CH:3]=1.C(N(CC)CC)C.[CH3:29][C:30]1[CH:35]=[CH:34][C:33]([S:36](Cl)(=[O:38])=[O:37])=[CH:32][CH:31]=1.[OH2:40], predict the reaction product. The product is: [F:1][C:2]1[CH:21]=[CH:20][C:5]2[CH2:6][C:7]3[CH:19]=[CH:18][CH:17]=[CH:16][C:8]=3[CH:9]3[CH2:13][CH:12]([CH2:14][OH:15])[O:11][CH:10]3[C:4]=2[CH:3]=1.[CH3:29][C:30]1[CH:35]=[CH:34][C:33]([S:36]([O-:38])(=[O:37])=[O:40])=[CH:32][CH:31]=1. (2) Given the reactants [CH3:1][N:2]1[CH:6]=[CH:5][N:4]=[CH:3]1.C([Li])CCC.CCCCCC.CON(C)[C:21](=[O:31])[CH2:22][NH:23][C:24](=[O:30])[O:25][C:26]([CH3:29])([CH3:28])[CH3:27], predict the reaction product. The product is: [CH3:1][N:2]1[CH:6]=[CH:5][N:4]=[C:3]1[C:21](=[O:31])[CH2:22][NH:23][C:24](=[O:30])[O:25][C:26]([CH3:27])([CH3:28])[CH3:29]. (3) Given the reactants [C:1]1([OH:7])[CH:6]=[CH:5][CH:4]=[CH:3][CH:2]=1.[CH3:8][NH:9][C:10]1[CH:15]=[CH:14][CH:13]=[CH:12][CH:11]=1.C=O, predict the reaction product. The product is: [CH3:8][NH:9][C:10]1[CH:15]=[CH:14][CH:13]=[CH:12][CH:11]=1.[CH2:1]=[O:7].[C:1]1([OH:7])[CH:6]=[CH:5][CH:4]=[CH:3][CH:2]=1.